Dataset: Forward reaction prediction with 1.9M reactions from USPTO patents (1976-2016). Task: Predict the product of the given reaction. (1) Given the reactants C([N:8]1[CH2:12][C@@H:11]2[C:13]3[CH:14]=[CH:15][CH:16]=[C:17]([Cl:21])[C:18]=3[CH2:19][O:20][C@@:10]2([CH3:22])[CH2:9]1)C1C=CC=CC=1.ClC(OC(Cl)C)=O.CO, predict the reaction product. The product is: [ClH:21].[Cl:21][C:17]1[C:18]2[CH2:19][O:20][C@:10]3([CH3:22])[C@@H:11]([C:13]=2[CH:14]=[CH:15][CH:16]=1)[CH2:12][NH:8][CH2:9]3. (2) The product is: [NH2:3][OH:1].[F:6][C:7]1[CH:8]=[CH:9][C:10]([N:13]([CH2:24][C:25]2[CH:26]=[CH:27][C:28]([C:29]([NH:3][OH:4])=[O:1])=[CH:33][CH:34]=2)[C:14]2[CH:9]=[CH:10][N:11]([CH3:12])[N:18]=2)=[N:11][CH:12]=1. Given the reactants [OH-:1].[K+].[NH2:3][OH:4].Cl.[F:6][C:7]1[CH:8]=[CH:9][C:10]([N:13]([CH2:24][C:25]2[CH:34]=[CH:33][C:28]([C:29](OC)=O)=[CH:27][CH:26]=2)[C:14]2[N:18](C)C3C=CC=CC=3N=2)=[N:11][CH:12]=1, predict the reaction product. (3) Given the reactants Cl[C:2]1[CH:3]=[CH:4][C:5]2[N:6]([C:8]([C:11]([F:14])([F:13])[F:12])=[N:9][N:10]=2)[N:7]=1.Cl.[CH3:16][O:17][C:18]1[CH:23]=[CH:22][C:21]([CH:24]2[CH2:28][CH2:27][NH:26][CH2:25]2)=[CH:20][CH:19]=1.CCN(C(C)C)C(C)C, predict the reaction product. The product is: [CH3:16][O:17][C:18]1[CH:19]=[CH:20][C:21]([CH:24]2[CH2:28][CH2:27][N:26]([C:2]3[CH:3]=[CH:4][C:5]4[N:6]([C:8]([C:11]([F:14])([F:13])[F:12])=[N:9][N:10]=4)[N:7]=3)[CH2:25]2)=[CH:22][CH:23]=1. (4) Given the reactants [NH2:1][C:2]1[C:7]([C:8]([C:10]2[CH:15]=[CH:14][C:13]([F:16])=[CH:12][CH:11]=2)=[O:9])=[CH:6][CH:5]=[CH:4][N:3]=1.[C:17]([O:21][C:22]([NH:24][CH:25]([C:29]1[S:30][CH:31]=[CH:32][CH:33]=1)[C:26](O)=[O:27])=[O:23])([CH3:20])([CH3:19])[CH3:18].C1CCC(N=C=NC2CCCCC2)CC1, predict the reaction product. The product is: [F:16][C:13]1[CH:12]=[CH:11][C:10]([C:8]([C:7]2[C:2]([NH:1][C:26](=[O:27])[CH:25]([NH:24][C:22](=[O:23])[O:21][C:17]([CH3:18])([CH3:20])[CH3:19])[C:29]3[S:30][CH:31]=[CH:32][CH:33]=3)=[N:3][CH:4]=[CH:5][CH:6]=2)=[O:9])=[CH:15][CH:14]=1. (5) Given the reactants [CH:1]1([C:4]#[C:5][C:6]2[CH:14]=[CH:13][C:9]([C:10]([OH:12])=[O:11])=[C:8](C)[CH:7]=2)[CH2:3][CH2:2]1.IC1C=CC(C(OC)=O)=CC=1, predict the reaction product. The product is: [CH:1]1([C:4]#[C:5][C:6]2[CH:7]=[CH:8][C:9]([C:10]([OH:12])=[O:11])=[CH:13][CH:14]=2)[CH2:2][CH2:3]1. (6) Given the reactants Br[C:2]1[CH:3]=[C:4]([O:28][CH3:29])[C:5]2[N:6]([C:8]([C:22]3[CH:27]=[CH:26][CH:25]=[CH:24][CH:23]=3)=[C:9]([C:11]3[CH:16]=[CH:15][C:14]([C:17]4([NH2:21])[CH2:20][CH2:19][CH2:18]4)=[CH:13][CH:12]=3)[N:10]=2)[CH:7]=1.[C:30]([O:34][C:35]([N:37]1[CH:41]=[C:40](B(O)O)[CH:39]=[N:38]1)=[O:36])([CH3:33])([CH3:32])[CH3:31].P([O-])([O-])([O-])=O.[K+].[K+].[K+], predict the reaction product. The product is: [C:30]([O:34][C:35]([N:37]1[CH:41]=[C:40]([C:2]2[CH:3]=[C:4]([O:28][CH3:29])[C:5]3[N:6]([C:8]([C:22]4[CH:27]=[CH:26][CH:25]=[CH:24][CH:23]=4)=[C:9]([C:11]4[CH:16]=[CH:15][C:14]([C:17]5([NH2:21])[CH2:18][CH2:19][CH2:20]5)=[CH:13][CH:12]=4)[N:10]=3)[CH:7]=2)[CH:39]=[N:38]1)=[O:36])([CH3:33])([CH3:31])[CH3:32]. (7) Given the reactants [C:1]([C:3]1[CH:4]=[C:5]([C:9]2[CH:10]=[C:11]3[C:17]([C:18]4[CH:19]=[C:20]([CH2:24][CH2:25][NH:26]C(=O)OC(C)(C)C)[CH:21]=[CH:22][CH:23]=4)=[CH:16][NH:15][C:12]3=[N:13][CH:14]=2)[CH:6]=[CH:7][CH:8]=1)#[N:2].Cl.O1CCOCC1, predict the reaction product. The product is: [NH2:26][CH2:25][CH2:24][C:20]1[CH:19]=[C:18]([C:17]2[C:11]3[C:12](=[N:13][CH:14]=[C:9]([C:5]4[CH:4]=[C:3]([CH:8]=[CH:7][CH:6]=4)[C:1]#[N:2])[CH:10]=3)[NH:15][CH:16]=2)[CH:23]=[CH:22][CH:21]=1.